From a dataset of Full USPTO retrosynthesis dataset with 1.9M reactions from patents (1976-2016). Predict the reactants needed to synthesize the given product. (1) Given the product [Cl:1][C:2]1[CH:3]=[C:4]2[C:9](=[CH:10][C:11]=1[C:12]([N:72]1[CH2:73][CH2:74][CH2:75][CH2:76][CH:71]1[CH2:70][NH2:77])=[O:14])[N:8]=[CH:7][N:6]=[C:5]2[NH:15][CH:16]([C:18]1[NH:22][C:21]2[CH:23]=[CH:24][C:25]([Cl:27])=[CH:26][C:20]=2[N:19]=1)[CH3:17], predict the reactants needed to synthesize it. The reactants are: [Cl:1][C:2]1[CH:3]=[C:4]2[C:9](=[CH:10][C:11]=1[C:12]([OH:14])=O)[N:8]=[CH:7][N:6]=[C:5]2[NH:15][CH:16]([C:18]1[NH:22][C:21]2[CH:23]=[CH:24][C:25]([Cl:27])=[CH:26][C:20]=2[N:19]=1)[CH3:17].FC1C(OC(N(C)C)=[N+](C)C)=C(F)C(F)=C(F)C=1F.F[P-](F)(F)(F)(F)F.C(N(C(C)C)CC)(C)C.C(OC([CH:70]([NH2:77])[CH:71]1[CH2:76][CH2:75][CH2:74][CH2:73][NH:72]1)=O)(C)(C)C.FC(F)(F)C(O)=O. (2) Given the product [CH3:1][O:2][C:3](=[O:12])[CH2:4][C:5]1[CH:10]=[CH:9][CH:8]=[C:7]([N:23]2[C:24]3[C:29](=[CH:28][CH:27]=[CH:26][CH:25]=3)/[C:21](=[C:19](\[C:13]3[CH:14]=[CH:15][CH:16]=[CH:17][CH:18]=3)/[CH3:20])/[C:22]2=[O:30])[CH:6]=1, predict the reactants needed to synthesize it. The reactants are: [CH3:1][O:2][C:3](=[O:12])[CH2:4][C:5]1[CH:10]=[CH:9][CH:8]=[C:7](Br)[CH:6]=1.[C:13]1(/[C:19](=[C:21]2/[C:22](=[O:30])[NH:23][C:24]3[C:29]/2=[CH:28][CH:27]=[CH:26][CH:25]=3)/[CH3:20])[CH:18]=[CH:17][CH:16]=[CH:15][CH:14]=1. (3) Given the product [Cl:11][C:7]1[CH:6]=[C:5]([N:4]([CH3:3])[C:17]2[CH:16]=[CH:15][NH:14][C:13](=[O:24])[N:18]=2)[CH:10]=[CH:9][CH:8]=1, predict the reactants needed to synthesize it. The reactants are: [H-].[Na+].[CH3:3][NH:4][C:5]1[CH:10]=[CH:9][CH:8]=[C:7]([Cl:11])[CH:6]=1.Cl[C:13]1[N:18]=[C:17](Cl)[CH:16]=[CH:15][N:14]=1.CN(C=[O:24])C. (4) Given the product [C:10]1([N:1]2[CH2:2][CH2:3][O:4][CH2:7][CH2:8]2)[CH:15]=[CH:14][CH:13]=[CH:12][CH:11]=1, predict the reactants needed to synthesize it. The reactants are: [NH:1]1[CH2:8][CH2:7]C[C@H:2]1[C:3](O)=[O:4].I[C:10]1[CH:15]=[CH:14][CH:13]=[CH:12][CH:11]=1.N1CCOCC1. (5) Given the product [C:31]([NH:35][C:14]([C:7]1([CH3:17])[CH2:6][CH2:5][C:4]2[C:9](=[C:10]([CH3:13])[C:11]([CH3:12])=[C:2]([OH:1])[C:3]=2[CH3:18])[O:8]1)=[O:16])([CH3:34])([CH3:33])[CH3:32], predict the reactants needed to synthesize it. The reactants are: [OH:1][C:2]1[C:3]([CH3:18])=[C:4]2[C:9](=[C:10]([CH3:13])[C:11]=1[CH3:12])[O:8][C:7]([CH3:17])([C:14]([OH:16])=O)[CH2:6][CH2:5]2.C1N=CN(C(N2C=NC=C2)=O)C=1.[C:31]([NH2:35])([CH3:34])([CH3:33])[CH3:32]. (6) The reactants are: [C:1]([O:5][C:6]([N:8]1[CH2:13][CH2:12][N:11]([CH2:14][CH2:15][N:16]2[C:24]3[C:19](=[CH:20][C:21]([O:25][C:26]4[CH:31]=[CH:30][C:29]([F:32])=[CH:28][C:27]=4[C:33]#[N:34])=[CH:22][CH:23]=3)[CH:18]=[N:17]2)[CH2:10][CH2:9]1)=[O:7])([CH3:4])([CH3:3])[CH3:2].N1C=CC=CC=1C1C=CC=CN=1.[BH4-].[Na+]. Given the product [C:1]([O:5][C:6]([N:8]1[CH2:9][CH2:10][N:11]([CH2:14][CH2:15][N:16]2[C:24]3[C:19](=[CH:20][C:21]([O:25][C:26]4[CH:31]=[CH:30][C:29]([F:32])=[CH:28][C:27]=4[CH2:33][NH2:34])=[CH:22][CH:23]=3)[CH:18]=[N:17]2)[CH2:12][CH2:13]1)=[O:7])([CH3:4])([CH3:2])[CH3:3], predict the reactants needed to synthesize it. (7) Given the product [C:15]1([C:4](=[O:13])[CH2:5][CH2:6][C:7]2[CH:12]=[CH:11][N:10]=[CH:9][CH:8]=2)[CH:20]=[CH:19][CH:18]=[CH:17][CH:16]=1, predict the reactants needed to synthesize it. The reactants are: CON(C)[C:4](=[O:13])[CH2:5][CH2:6][C:7]1[CH:12]=[CH:11][N:10]=[CH:9][CH:8]=1.[C:15]1([Mg]Br)[CH:20]=[CH:19][CH:18]=[CH:17][CH:16]=1.[Cl-].[NH4+]. (8) The reactants are: [CH3:1][C:2]1[N:3]=[C:4](O)[C:5]2[S:10][CH:9]=[CH:8][C:6]=2[N:7]=1.P(Cl)(Cl)([Cl:14])=O.ClC1C2SC=CC=2N=C(C)N=1.[CH3:28][O:29][C:30]1[CH:36]=[CH:35][C:34]([O:37][CH3:38])=[CH:33][C:31]=1[NH2:32]. Given the product [ClH:14].[CH3:28][O:29][C:30]1[CH:36]=[CH:35][C:34]([O:37][CH3:38])=[CH:33][C:31]=1[NH:32][C:4]1[C:5]2[S:10][CH:9]=[CH:8][C:6]=2[N:7]=[C:2]([CH3:1])[N:3]=1, predict the reactants needed to synthesize it. (9) The reactants are: [NH2:1][C:2]1[C:7]([NH2:8])=[C:6]([C:9]2[CH:14]=[CH:13][C:12]([CH2:15][NH:16][C:17](=[O:23])[O:18][C:19]([CH3:22])([CH3:21])[CH3:20])=[C:11]([F:24])[CH:10]=2)[CH:5]=[CH:4][N:3]=1.[CH3:25][O:26][C:27]1[CH:32]=[CH:31][N:30]=[C:29]([CH:33]=O)[CH:28]=1. Given the product [F:24][C:11]1[CH:10]=[C:9]([C:6]2[CH:5]=[CH:4][N:3]=[C:2]3[NH:1][C:33]([C:29]4[CH:28]=[C:27]([O:26][CH3:25])[CH:32]=[CH:31][N:30]=4)=[N:8][C:7]=23)[CH:14]=[CH:13][C:12]=1[CH2:15][NH:16][C:17](=[O:23])[O:18][C:19]([CH3:20])([CH3:21])[CH3:22], predict the reactants needed to synthesize it.